From a dataset of Full USPTO retrosynthesis dataset with 1.9M reactions from patents (1976-2016). Predict the reactants needed to synthesize the given product. Given the product [CH3:18][C:16]([CH3:17])([CH3:19])[C@H:15]([NH:14][C:12](=[O:13])[C@H:11]([N:24]1[CH:28]=[CH:27][C:26]([C:29]2[CH:34]=[CH:33][C:32]([CH2:35][CH2:36][CH3:37])=[CH:31][CH:30]=2)=[CH:25]1)[CH2:10][C:9]([OH:38])=[O:8])[C:20](=[O:23])[NH:21][CH3:22], predict the reactants needed to synthesize it. The reactants are: C([O:8][C:9](=[O:38])[CH2:10][C@@H:11]([N:24]1[CH:28]=[CH:27][C:26]([C:29]2[CH:34]=[CH:33][C:32]([CH2:35][CH2:36][CH3:37])=[CH:31][CH:30]=2)=[CH:25]1)[C:12]([NH:14][C@H:15]([C:20](=[O:23])[NH:21][CH3:22])[C:16]([CH3:19])([CH3:18])[CH3:17])=[O:13])C1C=CC=CC=1.